Predict the reactants needed to synthesize the given product. From a dataset of Full USPTO retrosynthesis dataset with 1.9M reactions from patents (1976-2016). (1) The reactants are: [F:1][C:2]1[CH:7]=[CH:6][C:5](I)=[CH:4][CH:3]=1.[CH2:9]([O:11][C:12](=[O:17])[C:13](Br)([F:15])[F:14])[CH3:10].C(OCC)(=O)C. Given the product [CH2:9]([O:11][C:12](=[O:17])[C:13]([F:15])([F:14])[C:5]1[CH:6]=[CH:7][C:2]([F:1])=[CH:3][CH:4]=1)[CH3:10], predict the reactants needed to synthesize it. (2) Given the product [CH2:5]([N:12]1[CH2:17][CH2:16][N:15]([C:18](=[O:33])[C:19]2[CH:24]=[C:23]([C:25]([F:26])([F:27])[F:28])[CH:22]=[C:21]([C:29]([F:32])([F:31])[F:30])[CH:20]=2)[C@H:14]([CH2:34][C:35]2[CH:40]=[CH:39][C:38]([CH3:41])=[C:37]([OH:42])[CH:36]=2)[CH2:13]1)[C:6]1[CH:11]=[CH:10][CH:9]=[CH:8][CH:7]=1, predict the reactants needed to synthesize it. The reactants are: B(Br)(Br)Br.[CH2:5]([N:12]1[CH2:17][CH2:16][N:15]([C:18](=[O:33])[C:19]2[CH:24]=[C:23]([C:25]([F:28])([F:27])[F:26])[CH:22]=[C:21]([C:29]([F:32])([F:31])[F:30])[CH:20]=2)[C@H:14]([CH2:34][C:35]2[CH:40]=[CH:39][C:38]([CH3:41])=[C:37]([O:42]C)[CH:36]=2)[CH2:13]1)[C:6]1[CH:11]=[CH:10][CH:9]=[CH:8][CH:7]=1.C(=O)([O-])O.[Na+]. (3) Given the product [CH3:25][O:24][C:21]1[CH:22]=[CH:23][C:18]([CH2:17][CH2:16][NH:1][C@H:2]2[CH2:7][CH2:6][C@H:5]([OH:8])[CH2:4][CH2:3]2)=[CH:19][CH:20]=1, predict the reactants needed to synthesize it. The reactants are: [NH2:1][C@H:2]1[CH2:7][CH2:6][C@H:5]([OH:8])[CH2:4][CH2:3]1.C([O-])([O-])=O.[Cs+].[Cs+].Cl[CH2:16][CH2:17][C:18]1[CH:23]=[CH:22][C:21]([O:24][CH3:25])=[CH:20][CH:19]=1. (4) Given the product [C:7]([O:15][C:16]1[CH:17]=[C:18]2[C:22](=[CH:23][CH:24]=1)[CH:21]([OH:25])[CH2:20][CH2:19]2)(=[O:14])[C:8]1[CH:9]=[CH:10][CH:11]=[CH:12][CH:13]=1, predict the reactants needed to synthesize it. The reactants are: B.C1COCC1.[C:7]([O:15][C:16]1[CH:17]=[C:18]2[C:22](=[CH:23][CH:24]=1)[C:21](=[O:25])[CH2:20][CH2:19]2)(=[O:14])[C:8]1[CH:13]=[CH:12][CH:11]=[CH:10][CH:9]=1. (5) Given the product [CH3:21][O:20][C:19]1[CH:22]=[CH:23][C:16]([CH2:15][N:24]2[CH2:12][C:5]3[C:4](=[CH:9][CH:8]=[C:7]([C:10]#[N:11])[CH:6]=3)[C:3]2=[O:14])=[CH:17][CH:18]=1, predict the reactants needed to synthesize it. The reactants are: CO[C:3](=[O:14])[C:4]1[CH:9]=[CH:8][C:7]([C:10]#[N:11])=[CH:6][C:5]=1[CH2:12]Br.[CH2:15]([NH2:24])[C:16]1[CH:23]=[CH:22][C:19]([O:20][CH3:21])=[CH:18][CH:17]=1.